From a dataset of Full USPTO retrosynthesis dataset with 1.9M reactions from patents (1976-2016). Predict the reactants needed to synthesize the given product. (1) Given the product [CH3:1][C:2]1[O:6][N:5]=[C:4]([C:7]2[C:9]3[C:15]4[CH:16]=[CH:17][C:18]([N:20]5[CH2:24][C@H:23]([CH2:25][NH:26][C:27](=[O:29])[CH3:28])[O:22][C:21]5=[O:30])=[CH:19][C:14]=4[CH2:13][CH2:12][CH2:11][C:10]=3[NH:34][N:33]=2)[CH:3]=1, predict the reactants needed to synthesize it. The reactants are: [CH3:1][C:2]1[O:6][N:5]=[C:4]([C:7]([CH:9]2[C:15]3[CH:16]=[CH:17][C:18]([N:20]4[CH2:24][C@H:23]([CH2:25][NH:26][C:27](=[O:29])[CH3:28])[O:22][C:21]4=[O:30])=[CH:19][C:14]=3[CH2:13][CH2:12][CH2:11][C:10]2=O)=O)[CH:3]=1.O.[NH2:33][NH2:34]. (2) Given the product [OH:23][C:17]1[C:18]([OH:22])=[C:19]([OH:21])[CH:20]=[C:4]2[C:5]=1[C:6](=[O:7])[CH:15]=[C:14]([C:13]1[CH:8]=[CH:9][CH:10]=[CH:11][CH:12]=1)[O:3]2, predict the reactants needed to synthesize it. The reactants are: [OH-].[Li+].[OH:3][C:4]1[CH:20]=[C:19]([OH:21])[C:18]([OH:22])=[C:17]([OH:23])[C:5]=1[C:6]1[O:7][C:8]2[C:13]([C:14](=O)[CH:15]=1)=[CH:12][CH:11]=[CH:10][CH:9]=2.C(Cl)(=O)C1C=CC=CC=1.Cl. (3) The reactants are: C([O:3][C:4]([C:6]1[S:10][C:9]([CH3:11])=[N:8][C:7]=1[C:12]1[CH:17]=[CH:16][CH:15]=[C:14]([Cl:18])[CH:13]=1)=[O:5])C.COC(C1N=C(N(C)C)SC=1C1C=CC=C(OC)C=1)=O. Given the product [Cl:18][C:14]1[CH:13]=[C:12]([C:7]2[N:8]=[C:9]([CH3:11])[S:10][C:6]=2[C:4]([OH:5])=[O:3])[CH:17]=[CH:16][CH:15]=1, predict the reactants needed to synthesize it. (4) Given the product [F:1][C:2]([F:10])([F:11])[C:3]1[CH:9]=[CH:8][C:6]([NH:7][C:17](=[O:18])[O:16][C:12]([CH3:15])([CH3:14])[CH3:13])=[CH:5][CH:4]=1, predict the reactants needed to synthesize it. The reactants are: [F:1][C:2]([F:11])([F:10])[C:3]1[CH:9]=[CH:8][C:6]([NH2:7])=[CH:5][CH:4]=1.[C:12]([O:16][C:17](=O)[O:18]C(C)(C)C)([CH3:15])([CH3:14])[CH3:13].[OH-].[Na+]. (5) Given the product [Cl:29][C:27]1[CH:26]=[C:25]2[C:21]([CH:22]=[CH:23][NH:24]2)=[C:20]([CH2:19][N:12]2[C:13]3[CH:18]=[CH:17][CH:16]=[CH:15][C:14]=3[N:10]([CH:6]([CH2:7][CH2:8][CH3:9])[CH2:5][C:4]([OH:31])=[O:3])[C:11]2=[O:30])[CH:28]=1, predict the reactants needed to synthesize it. The reactants are: C([O:3][C:4](=[O:31])[CH2:5][CH:6]([N:10]1[C:14]2[CH:15]=[CH:16][CH:17]=[CH:18][C:13]=2[N:12]([CH2:19][C:20]2[CH:28]=[C:27]([Cl:29])[CH:26]=[C:25]3[C:21]=2[CH:22]=[CH:23][NH:24]3)[C:11]1=[O:30])[CH2:7][CH2:8][CH3:9])C. (6) The reactants are: Br[C:2]1[CH:3]=[N:4][C:5]2[N:6]([N:8]=[C:9]([C:11]([CH3:14])([CH3:13])[CH3:12])[CH:10]=2)[CH:7]=1.[C:15]([C:17]1[CH:22]=[CH:21][CH:20]=[CH:19][C:18]=1[F:23])#[CH:16]. Given the product [C:11]([C:9]1[CH:10]=[C:5]2[N:4]=[CH:3][C:2]([C:16]#[C:15][C:17]3[CH:22]=[CH:21][CH:20]=[CH:19][C:18]=3[F:23])=[CH:7][N:6]2[N:8]=1)([CH3:14])([CH3:13])[CH3:12], predict the reactants needed to synthesize it. (7) The reactants are: [Cl:1][C:2]1[CH:11]=[C:10](Cl)[C:9]2[C:4](=[C:5]([Cl:15])[C:6]([O:13][CH3:14])=[CH:7][CH:8]=2)[N:3]=1.ClC1C=C([O:27][CH2:28][C:29]2[CH:34]=[CH:33][C:32]([O:35][CH3:36])=[CH:31][CH:30]=2)C2C(=C(C)C(OC)=CC=2)N=1. Given the product [Cl:1][C:2]1[CH:11]=[C:10]([O:27][CH2:28][C:29]2[CH:34]=[CH:33][C:32]([O:35][CH3:36])=[CH:31][CH:30]=2)[C:9]2[C:4](=[C:5]([Cl:15])[C:6]([O:13][CH3:14])=[CH:7][CH:8]=2)[N:3]=1, predict the reactants needed to synthesize it.